From a dataset of Catalyst prediction with 721,799 reactions and 888 catalyst types from USPTO. Predict which catalyst facilitates the given reaction. (1) Reactant: [Cl:1][C:2]1[CH:7]=[CH:6][C:5]([CH2:8]Cl)=[CH:4][N+:3]=1[O-:10].[NH:11]1[CH2:15][CH2:14][CH2:13][CH2:12]1. Product: [Cl:1][C:2]1[CH:7]=[CH:6][C:5]([CH2:8][N:11]2[CH2:15][CH2:14][CH2:13][CH2:12]2)=[CH:4][N+:3]=1[O-:10]. The catalyst class is: 10. (2) Reactant: [NH2:1][C:2]1[C:11]2[N:12]=[C:13]([CH2:35][CH2:36][CH2:37][CH3:38])[N:14]([CH2:15][CH2:16][CH2:17][N:18]([CH2:23][C:24]3[CH:25]=[C:26]([CH2:30][C:31]([O:33][CH3:34])=[O:32])[CH:27]=[CH:28][CH:29]=3)[CH2:19][CH2:20][CH2:21]O)[C:10]=2[C:9]2[CH:8]=[CH:7][CH:6]=[CH:5][C:4]=2[N:3]=1.S(Cl)([Cl:41])=O. Product: [NH2:1][C:2]1[C:11]2[N:12]=[C:13]([CH2:35][CH2:36][CH2:37][CH3:38])[N:14]([CH2:15][CH2:16][CH2:17][N:18]([CH2:23][C:24]3[CH:25]=[C:26]([CH2:30][C:31]([O:33][CH3:34])=[O:32])[CH:27]=[CH:28][CH:29]=3)[CH2:19][CH2:20][CH2:21][Cl:41])[C:10]=2[C:9]2[CH:8]=[CH:7][CH:6]=[CH:5][C:4]=2[N:3]=1. The catalyst class is: 2. (3) Reactant: [Br:1][C:2]1[CH:13]=[CH:12][C:5]([C:6]([NH:8][CH:9]2[CH2:11][CH2:10]2)=O)=[C:4]([CH3:14])[CH:3]=1.S(C)C.C([O-])([O-])=O.[Na+].[Na+]. Product: [Br:1][C:2]1[CH:13]=[CH:12][C:5]([CH2:6][NH:8][CH:9]2[CH2:10][CH2:11]2)=[C:4]([CH3:14])[CH:3]=1. The catalyst class is: 1. (4) Reactant: [NH2:1][C:2]([NH2:4])=[S:3].[Cl:5][CH2:6][C:7]1[CH2:12][CH2:11][CH2:10][CH2:9][C:8]=1[C:13]1[CH:18]=[CH:17][CH:16]=[C:15]([N+:19]([O-:21])=[O:20])[CH:14]=1. Product: [ClH:5].[N+:19]([C:15]1[CH:14]=[C:13]([C:8]2[CH2:9][CH2:10][CH2:11][CH2:12][C:7]=2[CH2:6][S:3][C:2](=[NH:4])[NH2:1])[CH:18]=[CH:17][CH:16]=1)([O-:21])=[O:20]. The catalyst class is: 8. (5) Reactant: C[O:2][C:3](=[O:38])[CH2:4][C:5]1[CH:6]=[C:7]([C:13]2[CH:18]=[CH:17][C:16]([C:19]([F:22])([F:21])[F:20])=[CH:15][C:14]=2[CH2:23][N:24]([C:27]([O:29][CH2:30][C:31]2[CH:36]=[CH:35][CH:34]=[CH:33][C:32]=2[Cl:37])=[O:28])[CH2:25][CH3:26])[C:8]([O:11][CH3:12])=[CH:9][CH:10]=1.[OH-].[Na+].Cl. Product: [Cl:37][C:32]1[CH:33]=[CH:34][CH:35]=[CH:36][C:31]=1[CH2:30][O:29][C:27]([N:24]([CH2:23][C:14]1[CH:15]=[C:16]([C:19]([F:21])([F:22])[F:20])[CH:17]=[CH:18][C:13]=1[C:7]1[C:8]([O:11][CH3:12])=[CH:9][CH:10]=[C:5]([CH2:4][C:3]([OH:38])=[O:2])[CH:6]=1)[CH2:25][CH3:26])=[O:28]. The catalyst class is: 36. (6) Reactant: [CH2:1]([OH:8])[C:2]1[CH:7]=[CH:6][CH:5]=[CH:4][CH:3]=1.C([Li])CCC.[CH3:14][O:15][C:16](=[O:50])[CH:17]([CH2:42][CH2:43][C:44]1[CH:49]=[CH:48][CH:47]=[CH:46][CH:45]=1)[CH:18]([C:27](N1C(CC2C=CC=CC=2)COC1=O)=[O:28])[CH2:19][C:20]([O:22][C:23]([CH3:26])([CH3:25])[CH3:24])=[O:21]. Product: [CH3:14][O:15][C:16](=[O:50])[CH:17]([CH2:42][CH2:43][C:44]1[CH:49]=[CH:48][CH:47]=[CH:46][CH:45]=1)[CH:18]([C:27]([O:8][CH2:1][C:2]1[CH:7]=[CH:6][CH:5]=[CH:4][CH:3]=1)=[O:28])[CH2:19][C:20]([O:22][C:23]([CH3:25])([CH3:24])[CH3:26])=[O:21]. The catalyst class is: 1.